Dataset: Catalyst prediction with 721,799 reactions and 888 catalyst types from USPTO. Task: Predict which catalyst facilitates the given reaction. (1) Reactant: [C:1]([O:4][CH2:5][C:6]([CH3:36])([CH3:35])[CH2:7][N:8]1[C:14]2[CH:15]=[CH:16][C:17]([Cl:19])=[CH:18][C:13]=2[C@@H:12]([C:20]2[CH:25]=[CH:24][CH:23]=[C:22]([O:26][CH3:27])[C:21]=2[O:28][CH3:29])[O:11][C@H:10]([CH2:30][C:31](O)=[O:32])[C:9]1=[O:34])(=[O:3])[CH3:2].C([N:39](CC)CC)C.ClC(OCC(C)C)=O.N[C:53]1[S:54][C:55]([C:58]([O:60][CH2:61][CH3:62])=[O:59])=[CH:56][N:57]=1.N1C=CC=CC=1. Product: [C:1]([O:4][CH2:5][C:6]([CH3:35])([CH3:36])[CH2:7][N:8]1[C:14]2[CH:15]=[CH:16][C:17]([Cl:19])=[CH:18][C:13]=2[C@@H:12]([C:20]2[CH:25]=[CH:24][CH:23]=[C:22]([O:26][CH3:27])[C:21]=2[O:28][CH3:29])[O:11][C@H:10]([CH2:30][C:31]([NH:39][C:55]2([C:58]([O:60][CH2:61][CH3:62])=[O:59])[S:54][CH2:53][N:57]=[CH:56]2)=[O:32])[C:9]1=[O:34])(=[O:3])[CH3:2]. The catalyst class is: 35. (2) Product: [Cl:1][C:2]1[CH:11]=[C:10]([C:12](=[O:14])[CH3:13])[C:9]([N:15]2[CH2:16][CH2:17][N:18]([C:22]([C:23]3[CH:24]=[N:25][CH:26]=[CH:27][CH:28]=3)=[O:29])[CH2:19][CH2:20]2)=[C:8]2[C:3]=1[CH:4]=[CH:5][CH:6]=[N:7]2. The catalyst class is: 2. Reactant: [Cl:1][C:2]1[CH:11]=[C:10]([C:12](=[O:14])[CH3:13])[C:9]([N:15]2[CH2:20][CH2:19][NH:18][CH2:17][CH2:16]2)=[C:8]2[C:3]=1[CH:4]=[CH:5][CH:6]=[N:7]2.Cl.[C:22](Cl)(=[O:29])[C:23]1[CH:28]=[CH:27][CH:26]=[N:25][CH:24]=1.C(N(CC)CC)C. (3) Reactant: Br[C:2]1[N:3]=[C:4]2[C:10]([CH:11]=[O:12])=[CH:9][N:8]([CH2:13][O:14][CH2:15][CH2:16][Si:17]([CH3:20])([CH3:19])[CH3:18])[C:5]2=[N:6][CH:7]=1.[CH:21]1(B(O)O)[CH2:23][CH2:22]1.C1(P(C2CCCCC2)C2CCCCC2)CCCCC1.[O-]P([O-])([O-])=O.[K+].[K+].[K+]. Product: [CH:21]1([C:2]2[N:3]=[C:4]3[C:10]([CH:11]=[O:12])=[CH:9][N:8]([CH2:13][O:14][CH2:15][CH2:16][Si:17]([CH3:20])([CH3:19])[CH3:18])[C:5]3=[N:6][CH:7]=2)[CH2:23][CH2:22]1. The catalyst class is: 498. (4) Reactant: C([O:3][C:4](=[O:31])[CH2:5][N:6]1[C:12](=[O:13])[CH:11]([CH2:14][CH:15]([CH3:17])[CH3:16])[C:10]2[CH:18]=[CH:19][C:20]([Cl:22])=[CH:21][C:9]=2[CH:8]([C:23]2[CH:28]=[CH:27][CH:26]=[CH:25][C:24]=2[O:29][CH3:30])[CH2:7]1)C.[OH-].[Na+].Cl. The catalyst class is: 38. Product: [Cl:22][C:20]1[CH:19]=[CH:18][C:10]2[CH:11]([CH2:14][CH:15]([CH3:16])[CH3:17])[C:12](=[O:13])[N:6]([CH2:5][C:4]([OH:31])=[O:3])[CH2:7][CH:8]([C:23]3[CH:28]=[CH:27][CH:26]=[CH:25][C:24]=3[O:29][CH3:30])[C:9]=2[CH:21]=1. (5) Reactant: [C:1]([O:5][C:6]([NH:8][C@H:9]([C:48]1[CH:53]=[CH:52][CH:51]=[CH:50][CH:49]=1)[CH2:10][N:11]1[C:16](=[O:17])[C:15]([N:18]2[CH2:23][CH2:22][N:21]([CH2:24][C:25]3[CH:26]=[C:27]([CH:31]=[CH:32][CH:33]=3)[C:28](O)=[O:29])[CH2:20][CH2:19]2)=[C:14]([CH3:34])[N:13]([CH2:35][C:36]2[C:41]([C:42]([F:45])([F:44])[F:43])=[CH:40][CH:39]=[CH:38][C:37]=2[F:46])[C:12]1=[O:47])=[O:7])([CH3:4])([CH3:3])[CH3:2].[Cl-].[CH2:55]([O:57][C:58](=[O:63])[CH2:59][CH2:60][CH2:61][NH2:62])[CH3:56].C(N(CC)C(C)C)(C)C.CN(C(ON1N=NC2C=CC=CC1=2)=[N+](C)C)C.F[P-](F)(F)(F)(F)F. Product: [CH2:55]([O:57][C:58](=[O:63])[CH2:59][CH2:60][CH2:61][NH:62][C:28](=[O:29])[C:27]1[CH:31]=[CH:32][CH:33]=[C:25]([CH2:24][N:21]2[CH2:22][CH2:23][N:18]([C:15]3[C:16](=[O:17])[N:11]([CH2:10][C@H:9]([NH:8][C:6]([O:5][C:1]([CH3:3])([CH3:2])[CH3:4])=[O:7])[C:48]4[CH:49]=[CH:50][CH:51]=[CH:52][CH:53]=4)[C:12](=[O:47])[N:13]([CH2:35][C:36]4[C:41]([C:42]([F:44])([F:45])[F:43])=[CH:40][CH:39]=[CH:38][C:37]=4[F:46])[C:14]=3[CH3:34])[CH2:19][CH2:20]2)[CH:26]=1)[CH3:56]. The catalyst class is: 3.